Task: Regression. Given a peptide amino acid sequence and an MHC pseudo amino acid sequence, predict their binding affinity value. This is MHC class II binding data.. Dataset: Peptide-MHC class II binding affinity with 134,281 pairs from IEDB The peptide sequence is ALIAAFSIRPGLLIG. The MHC is HLA-DQA10501-DQB10402 with pseudo-sequence HLA-DQA10501-DQB10402. The binding affinity (normalized) is 0.936.